This data is from Reaction yield outcomes from USPTO patents with 853,638 reactions. The task is: Predict the reaction yield, written as a fraction of the theoretical maximum amount of product (1.0 means a 100% yield; for example, 0.34 means a 34% yield). (1) The reactants are [NH2:1][C@@H:2]([CH2:33][C:34]1[CH:39]=[CH:38][CH:37]=[CH:36][CH:35]=1)[C@@H:3]([OH:32])[CH2:4][C@H:5]([NH:19][C:20]([C@@H:22]([NH:27][C:28](=[O:31])[O:29][CH3:30])[C:23]([CH3:26])([CH3:25])[CH3:24])=[O:21])[CH2:6][C:7]1[CH:12]=[CH:11][C:10]([C:13]2[CH:18]=[CH:17][CH:16]=[CH:15][N:14]=2)=[CH:9][CH:8]=1.[CH3:40][C:41]1[CH:51]=[CH:50][CH:49]=[C:48]([CH3:52])[C:42]=1[O:43][CH2:44][C:45](O)=[O:46].CCOP(ON1N=NC2C=CC=CC=2C1=O)(OCC)=O.C(N(CC)C(C)C)(C)C. The catalyst is C1COCC1. The product is [CH3:40][C:41]1[CH:51]=[CH:50][CH:49]=[C:48]([CH3:52])[C:42]=1[O:43][CH2:44][C:45]([NH:1][C@@H:2]([CH2:33][C:34]1[CH:35]=[CH:36][CH:37]=[CH:38][CH:39]=1)[C@@H:3]([OH:32])[CH2:4][C@H:5]([NH:19][C:20]([C@@H:22]([NH:27][C:28](=[O:31])[O:29][CH3:30])[C:23]([CH3:26])([CH3:25])[CH3:24])=[O:21])[CH2:6][C:7]1[CH:12]=[CH:11][C:10]([C:13]2[CH:18]=[CH:17][CH:16]=[CH:15][N:14]=2)=[CH:9][CH:8]=1)=[O:46]. The yield is 0.730. (2) The reactants are [F:1][C:2]([F:16])([F:15])[C:3]1[CH:8]=[C:7]([C:9]([F:12])([F:11])[F:10])[CH:6]=[C:5]([NH2:13])[C:4]=1[NH2:14].[CH3:17][S:18][CH2:19][C:20](O)=[O:21].CN(C(ON1N=NC2C=CC=NC1=2)=[N+](C)C)C.F[P-](F)(F)(F)(F)F.C(N(CC)CC)C. The catalyst is ClCCl. The product is [NH2:14][C:4]1[C:3]([C:2]([F:15])([F:16])[F:1])=[CH:8][C:7]([C:9]([F:12])([F:11])[F:10])=[CH:6][C:5]=1[NH:13][C:20](=[O:21])[CH2:19][S:18][CH3:17]. The yield is 0.590. (3) The reactants are Br[C:2]1[C:6]([Br:7])=[CH:5][S:4][C:3]=1[CH:8]=[O:9].[OH:10][C:11]1[CH:16]=[CH:15][C:14](B(O)O)=[CH:13][CH:12]=1.C([O-])([O-])=O.[Na+].[Na+]. The catalyst is C1(C)C=CC=CC=1.CCO.O.C1C=CC([P]([Pd]([P](C2C=CC=CC=2)(C2C=CC=CC=2)C2C=CC=CC=2)([P](C2C=CC=CC=2)(C2C=CC=CC=2)C2C=CC=CC=2)[P](C2C=CC=CC=2)(C2C=CC=CC=2)C2C=CC=CC=2)(C2C=CC=CC=2)C2C=CC=CC=2)=CC=1. The product is [Br:7][C:6]1[C:2]([C:14]2[CH:15]=[CH:16][C:11]([OH:10])=[CH:12][CH:13]=2)=[C:3]([CH:8]=[O:9])[S:4][CH:5]=1. The yield is 0.170.